This data is from NCI-60 drug combinations with 297,098 pairs across 59 cell lines. The task is: Regression. Given two drug SMILES strings and cell line genomic features, predict the synergy score measuring deviation from expected non-interaction effect. (1) Drug 1: CC1C(C(CC(O1)OC2CC(CC3=C2C(=C4C(=C3O)C(=O)C5=C(C4=O)C(=CC=C5)OC)O)(C(=O)CO)O)N)O.Cl. Drug 2: C1C(C(OC1N2C=NC(=NC2=O)N)CO)O. Cell line: RPMI-8226. Synergy scores: CSS=38.1, Synergy_ZIP=-1.97, Synergy_Bliss=0.248, Synergy_Loewe=3.46, Synergy_HSA=4.59. (2) Drug 1: C1C(C(OC1N2C=NC3=C(N=C(N=C32)Cl)N)CO)O. Drug 2: CCCCC(=O)OCC(=O)C1(CC(C2=C(C1)C(=C3C(=C2O)C(=O)C4=C(C3=O)C=CC=C4OC)O)OC5CC(C(C(O5)C)O)NC(=O)C(F)(F)F)O. Cell line: OVCAR3. Synergy scores: CSS=27.9, Synergy_ZIP=2.15, Synergy_Bliss=3.58, Synergy_Loewe=-4.52, Synergy_HSA=0.976. (3) Drug 1: C1=CC(=C2C(=C1NCCNCCO)C(=O)C3=C(C=CC(=C3C2=O)O)O)NCCNCCO. Drug 2: CS(=O)(=O)CCNCC1=CC=C(O1)C2=CC3=C(C=C2)N=CN=C3NC4=CC(=C(C=C4)OCC5=CC(=CC=C5)F)Cl. Cell line: K-562. Synergy scores: CSS=59.9, Synergy_ZIP=5.96, Synergy_Bliss=5.07, Synergy_Loewe=-22.3, Synergy_HSA=5.71. (4) Drug 1: COC1=NC(=NC2=C1N=CN2C3C(C(C(O3)CO)O)O)N. Drug 2: CC1=C2C(C(=O)C3(C(CC4C(C3C(C(C2(C)C)(CC1OC(=O)C(C(C5=CC=CC=C5)NC(=O)C6=CC=CC=C6)O)O)OC(=O)C7=CC=CC=C7)(CO4)OC(=O)C)O)C)OC(=O)C. Cell line: CCRF-CEM. Synergy scores: CSS=50.4, Synergy_ZIP=1.49, Synergy_Bliss=-1.56, Synergy_Loewe=-8.94, Synergy_HSA=0.155. (5) Drug 1: CC12CCC(CC1=CCC3C2CCC4(C3CC=C4C5=CN=CC=C5)C)O. Drug 2: CC1=C(C(=CC=C1)Cl)NC(=O)C2=CN=C(S2)NC3=CC(=NC(=N3)C)N4CCN(CC4)CCO. Cell line: SK-MEL-2. Synergy scores: CSS=-3.40, Synergy_ZIP=-0.429, Synergy_Bliss=-3.45, Synergy_Loewe=-5.82, Synergy_HSA=-5.75. (6) Drug 1: CC1=C2C(C(=O)C3(C(CC4C(C3C(C(C2(C)C)(CC1OC(=O)C(C(C5=CC=CC=C5)NC(=O)OC(C)(C)C)O)O)OC(=O)C6=CC=CC=C6)(CO4)OC(=O)C)O)C)O. Drug 2: COCCOC1=C(C=C2C(=C1)C(=NC=N2)NC3=CC=CC(=C3)C#C)OCCOC.Cl. Cell line: LOX IMVI. Synergy scores: CSS=-4.18, Synergy_ZIP=5.41, Synergy_Bliss=5.42, Synergy_Loewe=1.65, Synergy_HSA=1.34. (7) Drug 1: C(CC(=O)O)C(=O)CN.Cl. Drug 2: CCC1(C2=C(COC1=O)C(=O)N3CC4=CC5=C(C=CC(=C5CN(C)C)O)N=C4C3=C2)O.Cl. Cell line: SK-MEL-2. Synergy scores: CSS=26.9, Synergy_ZIP=-3.26, Synergy_Bliss=3.49, Synergy_Loewe=-4.39, Synergy_HSA=3.85. (8) Drug 1: CC1=C2C(C(=O)C3(C(CC4C(C3C(C(C2(C)C)(CC1OC(=O)C(C(C5=CC=CC=C5)NC(=O)C6=CC=CC=C6)O)O)OC(=O)C7=CC=CC=C7)(CO4)OC(=O)C)O)C)OC(=O)C. Drug 2: CC1C(C(CC(O1)OC2CC(CC3=C2C(=C4C(=C3O)C(=O)C5=CC=CC=C5C4=O)O)(C(=O)C)O)N)O. Cell line: HCT-15. Synergy scores: CSS=43.1, Synergy_ZIP=0.363, Synergy_Bliss=2.81, Synergy_Loewe=4.45, Synergy_HSA=5.94.